From a dataset of Full USPTO retrosynthesis dataset with 1.9M reactions from patents (1976-2016). Predict the reactants needed to synthesize the given product. (1) Given the product [F:21][C:22]1[CH:23]=[CH:24][C:25]([C:26]([CH:28]2[CH2:33][CH2:32][N:31]([CH2:2][CH2:3][CH2:4][CH2:5][N:6]3[C:10]4[C:11](=[N:18][OH:19])[CH2:12][N:13]([CH3:17])[S:14](=[O:16])(=[O:15])[C:9]=4[CH:8]=[CH:7]3)[CH2:30][CH2:29]2)=[O:27])=[CH:34][CH:35]=1, predict the reactants needed to synthesize it. The reactants are: Cl[CH2:2][CH2:3][CH2:4][CH2:5][N:6]1[C:10]2[C:11](=[N:18][OH:19])[CH2:12][N:13]([CH3:17])[S:14](=[O:16])(=[O:15])[C:9]=2[CH:8]=[CH:7]1.Cl.[F:21][C:22]1[CH:35]=[CH:34][C:25]([C:26]([CH:28]2[CH2:33][CH2:32][NH:31][CH2:30][CH2:29]2)=[O:27])=[CH:24][CH:23]=1.C(=O)([O-])O.[Na+].[I-].[Na+]. (2) Given the product [CH3:40][C:41]1[C:45]([C:2]2[C:10]3[C:5](=[N:6][CH:7]=[C:8]([C:11]4[CH:16]=[CH:15][C:14]([N:17]5[CH2:22][CH2:21][N:20]([C:23]([O:25][C:26]([CH3:29])([CH3:28])[CH3:27])=[O:24])[CH2:19][CH2:18]5)=[CH:13][CH:12]=4)[CH:9]=3)[N:4]([S:30]([C:33]3[CH:39]=[CH:38][C:36]([CH3:37])=[CH:35][CH:34]=3)(=[O:32])=[O:31])[CH:3]=2)=[C:44]([CH3:55])[N:43]([CH2:56][C:57]2[CH:62]=[CH:61][CH:60]=[C:59]([CH3:63])[CH:58]=2)[N:42]=1, predict the reactants needed to synthesize it. The reactants are: I[C:2]1[C:10]2[C:5](=[N:6][CH:7]=[C:8]([C:11]3[CH:16]=[CH:15][C:14]([N:17]4[CH2:22][CH2:21][N:20]([C:23]([O:25][C:26]([CH3:29])([CH3:28])[CH3:27])=[O:24])[CH2:19][CH2:18]4)=[CH:13][CH:12]=3)[CH:9]=2)[N:4]([S:30]([C:33]2[CH:39]=[CH:38][C:36]([CH3:37])=[CH:35][CH:34]=2)(=[O:32])=[O:31])[CH:3]=1.[CH3:40][C:41]1[C:45](B2OC(C)(C)C(C)(C)O2)=[C:44]([CH3:55])[N:43]([CH2:56][C:57]2[CH:62]=[CH:61][CH:60]=[C:59]([CH3:63])[CH:58]=2)[N:42]=1.C(=O)([O-])[O-].[Na+].[Na+]. (3) Given the product [CH3:8][N:6]1[CH:7]=[C:2]([C:24]#[C:23][Si:20]([CH3:22])([CH3:21])[CH3:19])[CH:3]=[C:4]([O:10][CH2:11][O:12][CH2:13][CH2:14][Si:15]([CH3:18])([CH3:17])[CH3:16])[C:5]1=[O:9], predict the reactants needed to synthesize it. The reactants are: Br[C:2]1[CH:3]=[C:4]([O:10][CH2:11][O:12][CH2:13][CH2:14][Si:15]([CH3:18])([CH3:17])[CH3:16])[C:5](=[O:9])[N:6]([CH3:8])[CH:7]=1.[CH3:19][Si:20]([C:23]#[CH:24])([CH3:22])[CH3:21].C(NC(C)C)(C)C. (4) Given the product [CH3:6][C:5]1[S:8][C:9]2[N:35]=[CH:12][N:13]=[C:17]([N:30]3[CH2:29][CH2:28][N:27]([C:20]([O:22][C:23]([CH3:26])([CH3:25])[CH3:24])=[O:21])[CH2:32][CH2:31]3)[C:10]=2[CH:4]=1, predict the reactants needed to synthesize it. The reactants are: ClC1N=[CH:6][C:5]2[S:8][CH:9]=[CH:10][C:4]=2N=1.C[CH2:12][N:13]([CH:17](C)C)C(C)C.[C:20]([N:27]1[CH2:32][CH2:31][NH:30][CH2:29][CH2:28]1)([O:22][C:23]([CH3:26])([CH3:25])[CH3:24])=[O:21].CC#[N:35]. (5) Given the product [N+:1]([C:4]1[CH:8]=[C:7]([C:9]([O:11][CH3:16])=[O:10])[NH:6][N:5]=1)([O-:3])=[O:2], predict the reactants needed to synthesize it. The reactants are: [N+:1]([C:4]1[CH:8]=[C:7]([C:9]([OH:11])=[O:10])[NH:6][N:5]=1)([O-:3])=[O:2].S(Cl)(Cl)=O.[CH3:16]O. (6) Given the product [CH3:25][C:5]1[CH:4]=[C:3]([OH:2])[CH:8]=[CH:7][C:6]=1[N:9]1[C:13]2[CH:14]=[CH:15][CH:16]=[CH:17][C:12]=2[N:11]=[C:10]1[C:18]1[CH:23]=[CH:22][CH:21]=[CH:20][C:19]=1[CH3:24], predict the reactants needed to synthesize it. The reactants are: C[O:2][C:3]1[CH:8]=[CH:7][C:6]([N:9]2[C:13]3[CH:14]=[CH:15][CH:16]=[CH:17][C:12]=3[N:11]=[C:10]2[C:18]2[CH:23]=[CH:22][CH:21]=[CH:20][C:19]=2[CH3:24])=[C:5]([CH3:25])[CH:4]=1.B(Br)(Br)Br. (7) Given the product [F:4][C:5]1[CH:6]=[C:7]([CH:37]=[CH:38][C:39]=1[F:40])[CH2:8][C:9]1([C:48]([OH:47])([CH3:44])[CH3:1])[CH2:14][CH2:13][CH2:12][N:11]2[C:15]([C:18]3[CH:23]=[CH:22][C:21]([C:24]4[O:28][C:27]([CH3:29])=[N:26][CH:25]=4)=[C:20]([O:30][CH3:31])[CH:19]=3)=[N:16][N:17]=[C:10]12, predict the reactants needed to synthesize it. The reactants are: [CH3:1][Mg]Br.[F:4][C:5]1[CH:6]=[C:7]([CH:37]=[CH:38][C:39]=1[F:40])[CH2:8][C:9]1(C(OCC)=O)[CH2:14][CH2:13][CH2:12][N:11]2[C:15]([C:18]3[CH:23]=[CH:22][C:21]([C:24]4[O:28][C:27]([CH3:29])=[N:26][CH:25]=4)=[C:20]([O:30][CH3:31])[CH:19]=3)=[N:16][N:17]=[C:10]12.[Cl-].[NH4+].O.[CH2:44]1[CH2:48][O:47]CC1.